Dataset: Full USPTO retrosynthesis dataset with 1.9M reactions from patents (1976-2016). Task: Predict the reactants needed to synthesize the given product. (1) Given the product [CH2:9]([O:16][C:17]1[C:26]2[C:21](=[CH:22][CH:23]=[CH:24][CH:25]=2)[N:20]=[C:19]([CH2:27][S:8][CH2:1][CH2:2][CH2:3][CH2:4][CH2:5][CH2:6][CH3:7])[C:18]=1[CH3:39])[C:10]1[CH:11]=[CH:12][CH:13]=[CH:14][CH:15]=1, predict the reactants needed to synthesize it. The reactants are: [CH2:1]([SH:8])[CH2:2][CH2:3][CH2:4][CH2:5][CH2:6][CH3:7].[CH2:9]([O:16][C:17]1[C:26]2[C:21](=[CH:22][CH:23]=[CH:24][CH:25]=2)[N:20]=[C:19]([CH2:27]OS(C2C=CC(C)=CC=2)(=O)=O)[C:18]=1[CH3:39])[C:10]1[CH:15]=[CH:14][CH:13]=[CH:12][CH:11]=1. (2) Given the product [F:10][C:2]1[CH:7]=[CH:6][C:5]([O:8][CH3:9])=[CH:4][CH:3]=1, predict the reactants needed to synthesize it. The reactants are: Cl[C:2]1[CH:7]=[CH:6][C:5]([O:8][CH3:9])=[CH:4][CH:3]=1.[F:10]C1C=CC(N)=CC=1.